Dataset: hERG potassium channel inhibition data for cardiac toxicity prediction from Karim et al.. Task: Regression/Classification. Given a drug SMILES string, predict its toxicity properties. Task type varies by dataset: regression for continuous values (e.g., LD50, hERG inhibition percentage) or binary classification for toxic/non-toxic outcomes (e.g., AMES mutagenicity, cardiotoxicity, hepatotoxicity). Dataset: herg_karim. (1) The molecule is Nc1ccnc(Nc2ccc(Oc3ccccc3Cl)cc2)n1. The result is 1 (blocker). (2) The molecule is CCS(=O)(=O)n1cc2c(n1)CN([C@H]1CO[C@H](c3cc(F)ccc3F)[C@@H](N)C1)C2. The result is 0 (non-blocker). (3) The drug is Cc1noc(-c2ccc3c(c2)c2c(n3CCCSc3cc(F)cc(F)c3)CCCC2)n1. The result is 0 (non-blocker). (4) The molecule is O=C(Nc1cc(Cl)ccc1Cl)NS(=O)(=O)c1ccc(OCCN2CCCCC2)cc1. The result is 0 (non-blocker). (5) The compound is NC1CN(c2ccc3nc(=O)ccn3n2)CCC1c1cc(F)c(F)cc1F. The result is 0 (non-blocker).